Dataset: Catalyst prediction with 721,799 reactions and 888 catalyst types from USPTO. Task: Predict which catalyst facilitates the given reaction. (1) Reactant: C([O:3][C:4]([C:6]1([S:19]([C:22]2[CH:27]=[CH:26][C:25]([O:28][CH2:29][CH2:30][CH:31]([CH3:33])[CH3:32])=[CH:24][CH:23]=2)(=[O:21])=[O:20])[CH2:11][CH2:10][N:9]([CH2:12][C:13]2[CH:18]=[CH:17][CH:16]=[CH:15][CH:14]=2)[CH2:8][CH2:7]1)=[O:5])C.CO.[OH-].[Na+]. Product: [CH2:12]([N:9]1[CH2:10][CH2:11][C:6]([S:19]([C:22]2[CH:27]=[CH:26][C:25]([O:28][CH2:29][CH2:30][CH:31]([CH3:33])[CH3:32])=[CH:24][CH:23]=2)(=[O:21])=[O:20])([C:4]([OH:5])=[O:3])[CH2:7][CH2:8]1)[C:13]1[CH:14]=[CH:15][CH:16]=[CH:17][CH:18]=1. The catalyst class is: 1. (2) Reactant: [NH2:1][CH:2]1[CH2:7][CH2:6][O:5][CH2:4][CH2:3]1.[Cl:8][CH2:9][CH2:10][N:11]=[C:12]=[O:13].C1(C)C=CC=CC=1. Product: [Cl:8][CH2:9][CH2:10][NH:11][C:12]([NH:1][CH:2]1[CH2:7][CH2:6][O:5][CH2:4][CH2:3]1)=[O:13]. The catalyst class is: 1. (3) Reactant: [F:1][C:2]1[CH:24]=[C:23]([F:25])[CH:22]=[CH:21][C:3]=1[CH2:4][N:5]1[C:9]([CH2:10][CH2:11][C:12](OCC)=[O:13])=[CH:8][C:7]([O:17][CH2:18][CH2:19][CH3:20])=[N:6]1.[H-].C([Al+]CC(C)C)C(C)C.[Cl-].[NH4+]. Product: [F:1][C:2]1[CH:24]=[C:23]([F:25])[CH:22]=[CH:21][C:3]=1[CH2:4][N:5]1[C:9]([CH2:10][CH2:11][CH2:12][OH:13])=[CH:8][C:7]([O:17][CH2:18][CH2:19][CH3:20])=[N:6]1. The catalyst class is: 207. (4) Reactant: [Cl:1][C:2]1[CH:12]=[C:11]([O:13][CH2:14][CH:15]=[C:16]([Cl:18])[Cl:17])[CH:10]=[C:9]([Cl:19])[C:3]=1[O:4][CH2:5][C:6](=O)[CH3:7].Cl.[CH2:21]([O:23][NH2:24])[CH3:22].Cl. Product: [CH2:21]([O:23][N:24]=[C:6]([CH2:5][O:4][C:3]1[C:2]([Cl:1])=[CH:12][C:11]([O:13][CH2:14][CH:15]=[C:16]([Cl:18])[Cl:17])=[CH:10][C:9]=1[Cl:19])[CH3:7])[CH3:22]. The catalyst class is: 17.